From a dataset of Forward reaction prediction with 1.9M reactions from USPTO patents (1976-2016). Predict the product of the given reaction. (1) Given the reactants [CH2:1]([O:3][C:4](=[O:29])[C:5]([NH:20][C:21]1[CH:26]=[CH:25][C:24]([C:27]#[N:28])=[CH:23][CH:22]=1)([C:10]1[CH:15]=[C:14]([CH3:16])[C:13]([O:17][CH3:18])=[C:12]([CH3:19])[CH:11]=1)[C:6]([F:9])([F:8])[F:7])[CH3:2].[Cl-].[OH:31][NH3+:32].C(N(CC)CC)C.C(OCC)(=O)C, predict the reaction product. The product is: [CH2:1]([O:3][C:4](=[O:29])[C:5]([NH:20][C:21]1[CH:22]=[CH:23][C:24]([C:27](=[NH:28])[NH:32][OH:31])=[CH:25][CH:26]=1)([C:10]1[CH:11]=[C:12]([CH3:19])[C:13]([O:17][CH3:18])=[C:14]([CH3:16])[CH:15]=1)[C:6]([F:9])([F:8])[F:7])[CH3:2]. (2) Given the reactants [CH3:1][C:2]1[N:3]([C:7]2[CH:13]=[CH:12][C:10]([NH2:11])=[C:9]([CH2:14][NH2:15])[CH:8]=2)[CH:4]=[CH:5][N:6]=1.Cl.[C:17](=N)(OC)[C:18]1[CH:23]=[CH:22][CH:21]=[CH:20][CH:19]=1.C(N)(=N)C1C=CC=CC=1, predict the reaction product. The product is: [CH3:1][C:2]1[N:3]([C:7]2[CH:8]=[C:9]3[C:10](=[CH:12][CH:13]=2)[N:11]=[C:17]([C:18]2[CH:23]=[CH:22][CH:21]=[CH:20][CH:19]=2)[N:15]=[CH:14]3)[CH:4]=[CH:5][N:6]=1.